Dataset: NCI-60 drug combinations with 297,098 pairs across 59 cell lines. Task: Regression. Given two drug SMILES strings and cell line genomic features, predict the synergy score measuring deviation from expected non-interaction effect. (1) Drug 1: CC1=C2C(C(=O)C3(C(CC4C(C3C(C(C2(C)C)(CC1OC(=O)C(C(C5=CC=CC=C5)NC(=O)OC(C)(C)C)O)O)OC(=O)C6=CC=CC=C6)(CO4)OC(=O)C)OC)C)OC. Drug 2: C1CCC(C1)C(CC#N)N2C=C(C=N2)C3=C4C=CNC4=NC=N3. Cell line: MOLT-4. Synergy scores: CSS=43.0, Synergy_ZIP=-6.17, Synergy_Bliss=-10.4, Synergy_Loewe=-21.2, Synergy_HSA=-9.80. (2) Drug 1: C(CN)CNCCSP(=O)(O)O. Drug 2: CCC1(C2=C(COC1=O)C(=O)N3CC4=CC5=C(C=CC(=C5CN(C)C)O)N=C4C3=C2)O.Cl. Cell line: K-562. Synergy scores: CSS=39.7, Synergy_ZIP=5.94, Synergy_Bliss=-0.603, Synergy_Loewe=-80.7, Synergy_HSA=-11.2. (3) Drug 1: C1CCN(CC1)CCOC2=CC=C(C=C2)C(=O)C3=C(SC4=C3C=CC(=C4)O)C5=CC=C(C=C5)O. Drug 2: CC(C)NC(=O)C1=CC=C(C=C1)CNNC.Cl. Cell line: SF-268. Synergy scores: CSS=-0.0885, Synergy_ZIP=2.86, Synergy_Bliss=5.41, Synergy_Loewe=-2.09, Synergy_HSA=-0.795. (4) Drug 1: C1=CC(=CC=C1CC(C(=O)O)N)N(CCCl)CCCl.Cl. Drug 2: CC12CCC3C(C1CCC2O)C(CC4=C3C=CC(=C4)O)CCCCCCCCCS(=O)CCCC(C(F)(F)F)(F)F. Cell line: SF-539. Synergy scores: CSS=16.3, Synergy_ZIP=-5.52, Synergy_Bliss=-2.18, Synergy_Loewe=-3.38, Synergy_HSA=-3.59. (5) Drug 1: C1C(C(OC1N2C=NC3=C(N=C(N=C32)Cl)N)CO)O. Drug 2: C1CNP(=O)(OC1)N(CCCl)CCCl. Cell line: HCT116. Synergy scores: CSS=28.4, Synergy_ZIP=-2.02, Synergy_Bliss=-1.21, Synergy_Loewe=-36.5, Synergy_HSA=-1.49. (6) Drug 1: C1=CC(=C2C(=C1NCCNCCO)C(=O)C3=C(C=CC(=C3C2=O)O)O)NCCNCCO. Drug 2: C1CC(=O)NC(=O)C1N2C(=O)C3=CC=CC=C3C2=O. Cell line: HS 578T. Synergy scores: CSS=40.7, Synergy_ZIP=8.94, Synergy_Bliss=6.94, Synergy_Loewe=-16.4, Synergy_HSA=6.90. (7) Drug 1: C1C(C(OC1N2C=C(C(=O)NC2=O)F)CO)O. Drug 2: CS(=O)(=O)OCCCCOS(=O)(=O)C. Cell line: SNB-19. Synergy scores: CSS=11.9, Synergy_ZIP=-8.13, Synergy_Bliss=-0.144, Synergy_Loewe=-6.80, Synergy_HSA=0.194.